From a dataset of Catalyst prediction with 721,799 reactions and 888 catalyst types from USPTO. Predict which catalyst facilitates the given reaction. (1) Reactant: [C:1]([N:5]([CH3:29])[C:6]([C:8]1[N:12]2[CH2:13][CH2:14][C:15]3[C:20]([C:11]2=[C:10]([C:24]2[S:25][CH:26]=[CH:27][CH:28]=2)[CH:9]=1)=[CH:19][C:18]([NH2:21])=[C:17]([O:22][CH3:23])[CH:16]=3)=[O:7])([CH3:4])([CH3:3])[CH3:2].C(N(CC)CC)C.[CH3:37][O:38][CH2:39][C:40](Cl)=[O:41]. Product: [C:1]([N:5]([CH3:29])[C:6]([C:8]1[N:12]2[CH2:13][CH2:14][C:15]3[C:20]([C:11]2=[C:10]([C:24]2[S:25][CH:26]=[CH:27][CH:28]=2)[CH:9]=1)=[CH:19][C:18]([NH:21][C:40](=[O:41])[CH2:39][O:38][CH3:37])=[C:17]([O:22][CH3:23])[CH:16]=3)=[O:7])([CH3:3])([CH3:4])[CH3:2]. The catalyst class is: 4. (2) Reactant: [C:1]([O:5][C:6](=[O:26])[CH2:7][CH2:8][CH2:9][NH:10][CH2:11][C@H:12]([NH:14][C:15]1[CH:20]=[CH:19][C:18]([C:21]([F:24])([F:23])[F:22])=[C:17]([Cl:25])[CH:16]=1)[CH3:13])([CH3:4])([CH3:3])[CH3:2].[I-].ClC1C=CC=C[N+]=1C.[CH3:36][O:37][CH:38]([O:43][CH3:44])[CH2:39][C:40](O)=[O:41].C(N(CCCC)CCCC)CCC. Product: [C:1]([O:5][C:6](=[O:26])[CH2:7][CH2:8][CH2:9][N:10]([CH2:11][C@H:12]([NH:14][C:15]1[CH:20]=[CH:19][C:18]([C:21]([F:23])([F:24])[F:22])=[C:17]([Cl:25])[CH:16]=1)[CH3:13])[C:40](=[O:41])[CH2:39][CH:38]([O:43][CH3:44])[O:37][CH3:36])([CH3:2])([CH3:3])[CH3:4]. The catalyst class is: 2. (3) Reactant: [CH2:1]([O:8][C:9]1[CH:36]=[CH:35][C:12]2[C:13]3[N:17]([CH2:18][CH2:19][O:20][C:11]=2[CH:10]=1)[C:16]1[CH:21]=[C:22]([C:25]([O:27]C)=[O:26])[CH:23]=[CH:24][C:15]=1[C:14]=3[CH:29]1[CH2:34][CH2:33][CH2:32][CH2:31][CH2:30]1)[C:2]1[CH:7]=[CH:6][CH:5]=[CH:4][CH:3]=1.[OH-].[Na+].Cl.O. Product: [CH2:1]([O:8][C:9]1[CH:36]=[CH:35][C:12]2[C:13]3[N:17]([CH2:18][CH2:19][O:20][C:11]=2[CH:10]=1)[C:16]1[CH:21]=[C:22]([C:25]([OH:27])=[O:26])[CH:23]=[CH:24][C:15]=1[C:14]=3[CH:29]1[CH2:34][CH2:33][CH2:32][CH2:31][CH2:30]1)[C:2]1[CH:3]=[CH:4][CH:5]=[CH:6][CH:7]=1. The catalyst class is: 111.